From a dataset of Reaction yield outcomes from USPTO patents with 853,638 reactions. Predict the reaction yield, written as a fraction of the theoretical maximum amount of product (1.0 means a 100% yield; for example, 0.34 means a 34% yield). (1) The reactants are [CH2:1]([CH:3]([C:6]1[C:14]2[N:13]([CH2:15][C:16]([O:18][CH:19]([CH3:21])[CH3:20])=[O:17])[C:12](=[O:22])[N:11](C(OC(C)(C)C)=O)[C:10]=2[CH:9]=[CH:8][CH:7]=1)[CH2:4][CH3:5])[CH3:2].Cl. The catalyst is C(OCC)(=O)C.C(=O)([O-])O.[Na+]. The product is [CH2:1]([CH:3]([C:6]1[C:14]2[N:13]([CH2:15][C:16]([O:18][CH:19]([CH3:21])[CH3:20])=[O:17])[C:12](=[O:22])[NH:11][C:10]=2[CH:9]=[CH:8][CH:7]=1)[CH2:4][CH3:5])[CH3:2]. The yield is 0.770. (2) The reactants are [Na+].Br[CH2:3][CH2:4][S:5]([O-:8])(=[O:7])=[O:6].C[O-].[Na+].[CH2:12]([SH:15])[CH2:13][SH:14].Cl. The catalyst is CCO.O. The product is [CH2:12]([S:15][CH2:3][CH2:4][S:5]([OH:8])(=[O:7])=[O:6])[CH2:13][S:14][CH2:3][CH2:4][S:5]([OH:8])(=[O:7])=[O:6]. The yield is 0.646. (3) The yield is 0.840. The reactants are [CH2:1](O)[C:2]1[CH:7]=[CH:6][CH:5]=[CH:4][CH:3]=1.S(Cl)(Cl)=O.[Na+].[CH2:14]([O:21][C:22]([NH:24][CH:25]([CH2:29][CH2:30][P:31]([OH:34])([OH:33])=[O:32])[C:26]([O-:28])=[O:27])=[O:23])[C:15]1[CH:20]=[CH:19][CH:18]=[CH:17][CH:16]=1. No catalyst specified. The product is [CH2:14]([O:21][C:22]([NH:24][CH:25]([CH2:29][CH2:30][P:31]([OH:33])([OH:34])=[O:32])[C:26]([O:28][CH2:1][C:2]1[CH:7]=[CH:6][CH:5]=[CH:4][CH:3]=1)=[O:27])=[O:23])[C:15]1[CH:20]=[CH:19][CH:18]=[CH:17][CH:16]=1.